From a dataset of Forward reaction prediction with 1.9M reactions from USPTO patents (1976-2016). Predict the product of the given reaction. (1) Given the reactants [NH2:1][C:2]1[C:7]([CH3:8])=[C:6]([Br:9])[CH:5]=[CH:4][C:3]=1[NH:10][C:11]1[CH:16]=[CH:15][C:14]([NH:17][S:18]([C:21]2[CH:26]=[CH:25][CH:24]=[CH:23][CH:22]=2)(=[O:20])=[O:19])=[CH:13][CH:12]=1.BrC1C=CC(O)=C([N+]([O-])=O)C=1C.[C:39](Cl)(=[O:44])[CH2:40][C:41](Cl)=[O:42], predict the reaction product. The product is: [Br:9][C:6]1[CH:5]=[CH:4][C:3]2[N:10]([C:11]3[CH:12]=[CH:13][C:14]([NH:17][S:18]([C:21]4[CH:22]=[CH:23][CH:24]=[CH:25][CH:26]=4)(=[O:20])=[O:19])=[CH:15][CH:16]=3)[C:39](=[O:44])[CH2:40][C:41](=[O:42])[NH:1][C:2]=2[C:7]=1[CH3:8]. (2) Given the reactants [C:1]([CH2:4][CH2:5][CH2:6][N:7]([CH2:52][CH3:53])[CH:8](C)[CH2:9][NH:10][C:11]([C@:13]12[CH2:47][CH2:46][C@@H:45]([C:48]([CH3:50])=[CH2:49])[C@@H:14]1[C@@H:15]1[C@@:28]([CH3:31])([CH2:29][CH2:30]2)[C@@:27]2([CH3:32])[C@@H:18]([C@:19]3([CH3:44])[C@@H:24]([CH2:25][CH2:26]2)[C:23]([CH3:34])([CH3:33])[C:22]([C:35]2[CH:43]=[CH:42][C:38]([C:39]([OH:41])=[O:40])=[CH:37][CH:36]=2)=[CH:21][CH2:20]3)[CH2:17][CH2:16]1)=[O:12])([OH:3])=[O:2].NCCNC([C@]12CC[C@@H](C(C)=C)[C@@H]1[C@@H]1[C@@](C)(CC2)[C@@]2(C)[C@@H]([C@]3(C)[C@@H](CC2)C(C)(C)C(C2C=CC(C(OC)=O)=CC=2)=CC3)CC1)=O, predict the reaction product. The product is: [C:1]([CH2:4][CH2:5][CH2:6][N:7]([CH2:52][CH3:53])[CH2:8][CH2:9][NH:10][C:11]([C@:13]12[CH2:47][CH2:46][C@@H:45]([C:48]([CH3:50])=[CH2:49])[C@@H:14]1[C@@H:15]1[C@@:28]([CH3:31])([CH2:29][CH2:30]2)[C@@:27]2([CH3:32])[C@@H:18]([C@:19]3([CH3:44])[C@@H:24]([CH2:25][CH2:26]2)[C:23]([CH3:34])([CH3:33])[C:22]([C:35]2[CH:43]=[CH:42][C:38]([C:39]([OH:41])=[O:40])=[CH:37][CH:36]=2)=[CH:21][CH2:20]3)[CH2:17][CH2:16]1)=[O:12])([OH:3])=[O:2]. (3) Given the reactants [CH:1]([C:3]1[S:7][C:6]([C:8]([OH:10])=O)=[CH:5][CH:4]=1)=[O:2].ON1[C:16](=[O:17])[CH2:15]CC1=O.C1([N:25]=C=NC2CCCCC2)CCCCC1, predict the reaction product. The product is: [OH:17][CH2:16][CH2:15][NH:25][C:8]([C:6]1[S:7][C:3]([CH:1]=[O:2])=[CH:4][CH:5]=1)=[O:10]. (4) The product is: [F:11][C:9]1[CH:8]=[C:7]2[N:6]=[CH:5][CH:4]3[CH:13]=[CH:14][NH:1][C:2]([CH:10]=1)=[C:3]23. Given the reactants [NH2:1][C:2]1[CH:10]=[C:9]([F:11])[CH:8]=[C:7]2[C:3]=1[CH:4]([CH2:13][C:14](OCC)=O)[C:5](=O)[NH:6]2, predict the reaction product.